From a dataset of Peptide-MHC class I binding affinity with 185,985 pairs from IEDB/IMGT. Regression. Given a peptide amino acid sequence and an MHC pseudo amino acid sequence, predict their binding affinity value. This is MHC class I binding data. (1) The peptide sequence is VHFRNQVKI. The MHC is HLA-B07:02 with pseudo-sequence HLA-B07:02. The binding affinity (normalized) is 0.0847. (2) The peptide sequence is CPFLFLAVL. The MHC is HLA-B07:02 with pseudo-sequence HLA-B07:02. The binding affinity (normalized) is 0.0800. (3) The MHC is Patr-A0401 with pseudo-sequence Patr-A0401. The binding affinity (normalized) is 0.977. The peptide sequence is RLPFRPTTGR. (4) The peptide sequence is DEEDDDLV. The MHC is Mamu-A11 with pseudo-sequence Mamu-A11. The binding affinity (normalized) is 0. (5) The peptide sequence is YIHFLIRQL. The MHC is Mamu-A07 with pseudo-sequence Mamu-A07. The binding affinity (normalized) is 0.419. (6) The peptide sequence is LDHREIHYLF. The MHC is Mamu-B17 with pseudo-sequence Mamu-B17. The binding affinity (normalized) is 0.412. (7) The binding affinity (normalized) is 0.301. The peptide sequence is MDVNPTLLF. The MHC is HLA-B40:02 with pseudo-sequence HLA-B40:02. (8) The peptide sequence is HSAEALQKY. The MHC is HLA-A01:01 with pseudo-sequence HLA-A01:01. The binding affinity (normalized) is 0.447. (9) The peptide sequence is SQTSYQYLI. The MHC is HLA-A01:01 with pseudo-sequence HLA-A01:01. The binding affinity (normalized) is 0.0516.